Dataset: Forward reaction prediction with 1.9M reactions from USPTO patents (1976-2016). Task: Predict the product of the given reaction. (1) Given the reactants Br[C:2]1[CH:7]=[CH:6][C:5]([Cl:8])=[CH:4][C:3]=1[CH3:9].[CH3:10][O:11][C:12]1[CH:17]=[CH:16][CH:15]=[CH:14][C:13]=1B(O)O.C(=O)([O-])[O-].[K+].[K+].CC1C=CC(S(OCC2CC3C(C4C=CC=CC=4)=CC=CC=3O2)(=O)=O)=CC=1, predict the reaction product. The product is: [CH3:10][O:11][C:12]1[C:13]([C:2]2[CH:7]=[CH:6][C:5]([Cl:8])=[CH:4][C:3]=2[CH3:9])=[CH:14][CH:15]=[CH:16][CH:17]=1. (2) Given the reactants [Cl:1][C:2]1[N:10]=[C:9]2[C:5]([N:6]=[C:7]([CH:12]=O)[N:8]2[CH3:11])=[C:4]([N:14]2[CH2:19][CH2:18][O:17][CH2:16][CH2:15]2)[N:3]=1.[O:20]1[CH2:23][CH:22]([CH:24]2[CH2:29][CH2:28][NH:27][CH2:26][CH2:25]2)[CH2:21]1.C(O[BH-](OC(=O)C)OC(=O)C)(=O)C.[Na+], predict the reaction product. The product is: [Cl:1][C:2]1[N:10]=[C:9]2[C:5]([N:6]=[C:7]([CH2:12][N:27]3[CH2:28][CH2:29][CH:24]([CH:22]4[CH2:23][O:20][CH2:21]4)[CH2:25][CH2:26]3)[N:8]2[CH3:11])=[C:4]([N:14]2[CH2:19][CH2:18][O:17][CH2:16][CH2:15]2)[N:3]=1. (3) Given the reactants CC1(C)C(C)(C)OB([C:9]2[CH:14]=[CH:13][C:12]([C:15]34[CH2:22][CH2:21][C:18]([CH2:23][C:24]([O:26][CH3:27])=[O:25])([CH2:19][CH2:20]3)[CH2:17][O:16]4)=[CH:11][CH:10]=2)O1.Br[C:30]1[CH:35]=[CH:34][C:33]([NH:36][C:37]2[O:38][C:39]([CH:42]3[CH2:45][CH2:44][CH2:43]3)=[N:40][N:41]=2)=[CH:32][CH:31]=1.P([O-])([O-])([O-])=O.[K+].[K+].[K+].C(COC)OC, predict the reaction product. The product is: [CH:42]1([C:39]2[O:38][C:37]([NH:36][C:33]3[CH:34]=[CH:35][C:30]([C:9]4[CH:14]=[CH:13][C:12]([C:15]56[CH2:20][CH2:19][C:18]([CH2:23][C:24]([O:26][CH3:27])=[O:25])([CH2:21][CH2:22]5)[CH2:17][O:16]6)=[CH:11][CH:10]=4)=[CH:31][CH:32]=3)=[N:41][N:40]=2)[CH2:43][CH2:44][CH2:45]1.